Dataset: Full USPTO retrosynthesis dataset with 1.9M reactions from patents (1976-2016). Task: Predict the reactants needed to synthesize the given product. Given the product [Br:1][C:2]([F:16])([F:17])[O:3][C:4]1[CH:5]=[CH:6][C:7]([CH2:15][Br:18])=[C:8]([CH:14]=1)[C:9]([O:11][CH2:12][CH3:13])=[O:10], predict the reactants needed to synthesize it. The reactants are: [Br:1][C:2]([F:17])([F:16])[O:3][C:4]1[CH:5]=[CH:6][C:7]([CH3:15])=[C:8]([CH:14]=1)[C:9]([O:11][CH2:12][CH3:13])=[O:10].[Br:18]N1C(=O)CCC1=O.